Dataset: Peptide-MHC class II binding affinity with 134,281 pairs from IEDB. Task: Regression. Given a peptide amino acid sequence and an MHC pseudo amino acid sequence, predict their binding affinity value. This is MHC class II binding data. (1) The peptide sequence is GEEQIVDKIDAAFKI. The MHC is DRB1_0802 with pseudo-sequence DRB1_0802. The binding affinity (normalized) is 0.350. (2) The peptide sequence is LLKEFTVSGNILTIRLTAA. The MHC is DRB1_0901 with pseudo-sequence DRB1_0901. The binding affinity (normalized) is 0. (3) The MHC is DRB1_0901 with pseudo-sequence DRB1_0901. The peptide sequence is WGKNSCAKNYNCKIL. The binding affinity (normalized) is 0.381. (4) The peptide sequence is MYYVSGARSNVTFTVK. The MHC is HLA-DQA10501-DQB10402 with pseudo-sequence HLA-DQA10501-DQB10402. The binding affinity (normalized) is 0.582. (5) The peptide sequence is ASYASPSLQTLIAVS. The binding affinity (normalized) is 0.244. The MHC is DRB3_0101 with pseudo-sequence DRB3_0101. (6) The peptide sequence is RNVRFSDEGGFTCFF. The MHC is HLA-DPA10201-DPB11401 with pseudo-sequence HLA-DPA10201-DPB11401. The binding affinity (normalized) is 0.0645.